This data is from Retrosynthesis with 50K atom-mapped reactions and 10 reaction types from USPTO. The task is: Predict the reactants needed to synthesize the given product. (1) The reactants are: CC(C)(C)OC(=O)c1ccc(N2CCc3ccccc32)cc1NC(=O)c1ccccc1. Given the product O=C(Nc1cc(N2CCc3ccccc32)ccc1C(=O)O)c1ccccc1, predict the reactants needed to synthesize it. (2) Given the product Cc1c[nH]c2ncnc(N3CCC(OCc4ccccc4)(C(=O)Nc4cccc(OC(=O)N(C)C)c4)CC3)c12, predict the reactants needed to synthesize it. The reactants are: CN(C)C(=O)Oc1cccc(NC(=O)C2(OCc3ccccc3)CCNCC2)c1.Cc1c[nH]c2ncnc(Cl)c12. (3) Given the product Cc1cc(Nc2cc(C(F)(F)F)ccn2)nc(-c2cnn(CCO)c2)c1, predict the reactants needed to synthesize it. The reactants are: Cc1cc(Nc2cc(C(F)(F)F)ccn2)nc(-c2cnn(CCO[Si](C)(C)C(C)(C)C)c2)c1. (4) Given the product CCOC(=O)CCc1cc(OC(C)C)nn1Cc1ccc(F)cc1F, predict the reactants needed to synthesize it. The reactants are: CCOC(=O)CCc1cc(OC(C)C)n[nH]1.Fc1ccc(CBr)c(F)c1. (5) Given the product Cc1cc2c(cc1-c1cc(N3CCN(C)CC3)nc(N)n1)CNCC2, predict the reactants needed to synthesize it. The reactants are: Cc1cc2c(cc1-c1cc(N3CCN(C)CC3)nc(N)n1)CN(C(=O)OC(C)(C)C)CC2. (6) Given the product CC(C)Oc1ccc2c(c1)C(c1ccc3c(c1)OCO3)=C(C(=O)O)C(c1ccc3c(c1)OCO3)O2, predict the reactants needed to synthesize it. The reactants are: COC(=O)C1=C(c2ccc3c(c2)OCO3)c2cc(OC(C)C)ccc2OC1c1ccc2c(c1)OCO2. (7) The reactants are: CC1(C)OB(c2cnc(N)c(-c3nc4ncccc4o3)c2)OC1(C)C.COc1cc(N2CCN(C)CC2)ccc1Br. Given the product COc1cc(N2CCN(C)CC2)ccc1-c1cnc(N)c(-c2nc3ncccc3o2)c1, predict the reactants needed to synthesize it.